Dataset: Catalyst prediction with 721,799 reactions and 888 catalyst types from USPTO. Task: Predict which catalyst facilitates the given reaction. (1) Reactant: [CH3:1][N:2]([CH3:21])[S:3]([C:6]1[C:14]2[C:10](=[N:11][S:12][N:13]=2)[C:9]([N:15]([CH3:20])[CH2:16][CH2:17][NH:18][CH3:19])=[CH:8][CH:7]=1)(=[O:5])=[O:4].C(N(CC)CC)C.[C:29](Cl)(=[O:32])[CH:30]=[CH2:31].C([O-])([O-])=O.[Na+].[Na+]. Product: [CH3:1][N:2]([CH3:21])[S:3]([C:6]1[C:14]2=[N:13][S:12][N:11]=[C:10]2[C:9]([N:15]([CH3:20])[CH2:16][CH2:17][N:18]([CH3:19])[C:29](=[O:32])[CH:30]=[CH2:31])=[CH:8][CH:7]=1)(=[O:5])=[O:4]. The catalyst class is: 10. (2) Reactant: [O:1]1[CH:5]=[CH:4][CH:3]=[C:2]1[C:6]1[C:7]2[N:15]=[N:14][N:13]([CH2:16][C:17]3[CH:22]=[CH:21][CH:20]=[C:19]([CH2:23][N:24]4C(=O)C5=CC=CC=C5C4=O)[N:18]=3)[C:8]=2[N:9]=[C:10]([NH2:12])[N:11]=1.C(N)CN. Product: [NH2:24][CH2:23][C:19]1[N:18]=[C:17]([CH2:16][N:13]2[C:8]3[N:9]=[C:10]([NH2:12])[N:11]=[C:6]([C:2]4[O:1][CH:5]=[CH:4][CH:3]=4)[C:7]=3[N:15]=[N:14]2)[CH:22]=[CH:21][CH:20]=1. The catalyst class is: 14. (3) Reactant: [C:1]([N:4]1[CH2:9][CH2:8][CH2:7][CH:6]([C:10]2[N:15]=[C:14]([C:16]3[CH:25]=[CH:24][C:19]([C:20]([O:22]C)=[O:21])=[C:18]([F:26])[CH:17]=3)[C:13]([NH2:27])=[N:12][CH:11]=2)[CH2:5]1)(=[O:3])[CH3:2].[Li+].[OH-].Cl. Product: [C:1]([N:4]1[CH2:9][CH2:8][CH2:7][CH:6]([C:10]2[N:15]=[C:14]([C:16]3[CH:25]=[CH:24][C:19]([C:20]([OH:22])=[O:21])=[C:18]([F:26])[CH:17]=3)[C:13]([NH2:27])=[N:12][CH:11]=2)[CH2:5]1)(=[O:3])[CH3:2]. The catalyst class is: 36. (4) Reactant: [CH:1](=O)[C:2]1[CH:9]=[CH:8][CH:7]=[C:4]([CH:5]=O)[CH:3]=1.[NH2:11][CH2:12][CH2:13][CH2:14][NH:15][CH2:16][CH2:17][CH2:18][NH:19][C:20](=[O:26])[O:21][C:22]([CH3:25])([CH3:24])[CH3:23].[BH4-].[Na+]. Product: [C:4]1([CH2:5][NH:11][CH2:12][CH2:13][CH2:14][NH:15][CH2:16][CH2:17][CH2:18][NH:19][C:20](=[O:26])[O:21][C:22]([CH3:24])([CH3:23])[CH3:25])[CH:7]=[CH:8][CH:9]=[C:2]([CH2:1][NH:11][CH2:12][CH2:13][CH2:14][NH:15][CH2:16][CH2:17][CH2:18][NH:19][C:20](=[O:26])[O:21][C:22]([CH3:23])([CH3:25])[CH3:24])[CH:3]=1. The catalyst class is: 5. (5) Reactant: [F:1][C:2]1([CH3:9])[CH2:5][CH:4]([C:6]([OH:8])=O)[CH2:3]1.[F:10][C:11]1[CH:12]=[C:13]([CH2:28][N:29]2[CH2:34][CH2:33][NH:32][C@@H:31]([CH3:35])[CH2:30]2)[C:14]([CH3:27])=[C:15]([NH:17][C:18](=[O:26])[C:19]2[CH:24]=[CH:23][C:22]([CH3:25])=[N:21][CH:20]=2)[CH:16]=1.CCN(C(C)C)C(C)C.CN(C(ON1N=NC2C=CC=NC1=2)=[N+](C)C)C.F[P-](F)(F)(F)(F)F. Product: [F:10][C:11]1[CH:12]=[C:13]([CH2:28][N:29]2[CH2:34][CH2:33][N:32]([C:6]([CH:4]3[CH2:3][C:2]([F:1])([CH3:9])[CH2:5]3)=[O:8])[C@@H:31]([CH3:35])[CH2:30]2)[C:14]([CH3:27])=[C:15]([NH:17][C:18](=[O:26])[C:19]2[CH:24]=[CH:23][C:22]([CH3:25])=[N:21][CH:20]=2)[CH:16]=1. The catalyst class is: 6.